From a dataset of TCR-epitope binding with 47,182 pairs between 192 epitopes and 23,139 TCRs. Binary Classification. Given a T-cell receptor sequence (or CDR3 region) and an epitope sequence, predict whether binding occurs between them. (1) The epitope is TSDLATNNLVVMAY. The TCR CDR3 sequence is CASRPRIVGEGDEQYF. Result: 0 (the TCR does not bind to the epitope). (2) The epitope is GVAMPNLYK. The TCR CDR3 sequence is CAISENSAGTDTQYF. Result: 1 (the TCR binds to the epitope). (3) The epitope is KLWAQCVQL. The TCR CDR3 sequence is CASSYDSLFYNEQFF. Result: 1 (the TCR binds to the epitope). (4) Result: 1 (the TCR binds to the epitope). The epitope is VLQAVGACV. The TCR CDR3 sequence is CASSLDPLGDTQYF. (5) The epitope is WICLLQFAY. The TCR CDR3 sequence is CASRYREGRGRTGELFF. Result: 1 (the TCR binds to the epitope). (6) Result: 0 (the TCR does not bind to the epitope). The epitope is VTEHDTLLY. The TCR CDR3 sequence is CASSPRTDLSAPNTGELFF. (7) The TCR CDR3 sequence is CASSRSGNYGYTF. The epitope is EILDITPCSF. Result: 0 (the TCR does not bind to the epitope).